Dataset: Reaction yield outcomes from USPTO patents with 853,638 reactions. Task: Predict the reaction yield, written as a fraction of the theoretical maximum amount of product (1.0 means a 100% yield; for example, 0.34 means a 34% yield). (1) The reactants are [CH:1]1([C:4]2[NH:8][N:7]=[C:6]([NH:9][C:10]3[C:17]([F:18])=[CH:16][C:13]([C:14]#N)=[C:12]([NH:19][C@H:20]([C:22]4[CH:27]=[CH:26][C:25]([F:28])=[CH:24][CH:23]=4)[CH3:21])[N:11]=3)[CH:5]=2)[CH2:3][CH2:2]1.N1C=CC=CC=1CC(O)=[O:37].O. The catalyst is [Ni]. The product is [CH:1]1([C:4]2[NH:8][N:7]=[C:6]([NH:9][C:10]3[C:17]([F:18])=[CH:16][C:13]([CH:14]=[O:37])=[C:12]([NH:19][C@H:20]([C:22]4[CH:27]=[CH:26][C:25]([F:28])=[CH:24][CH:23]=4)[CH3:21])[N:11]=3)[CH:5]=2)[CH2:3][CH2:2]1. The yield is 0.450. (2) The reactants are C([C@@H]1COC(=O)N1[C:14]([C@@H:16]1[CH2:22][CH:21]=[CH:20][CH2:19][N:18]([C:23]([O:25][CH2:26][C:27]2[CH:32]=[CH:31][CH:30]=[CH:29][CH:28]=2)=[O:24])[CH2:17]1)=[O:15])C1C=CC=CC=1.[OH:33][Li].O. The catalyst is CO.O. The product is [CH2:26]([O:25][C:23]([N:18]1[CH2:19][CH:20]=[CH:21][CH2:22][C@@H:16]([C:14]([OH:15])=[O:33])[CH2:17]1)=[O:24])[C:27]1[CH:32]=[CH:31][CH:30]=[CH:29][CH:28]=1. The yield is 0.900.